The task is: Predict the reactants needed to synthesize the given product.. This data is from Full USPTO retrosynthesis dataset with 1.9M reactions from patents (1976-2016). (1) The reactants are: [C:1]([O:5][C:6]([N:8]([CH2:17]C)[C:9]1([C:13]([O:15]C)=[O:14])[CH2:12][CH2:11][CH2:10]1)=[O:7])([CH3:4])([CH3:3])[CH3:2].[Li+].[OH-]. Given the product [C:1]([O:5][C:6]([N:8]([CH3:17])[C:9]1([C:13]([OH:15])=[O:14])[CH2:12][CH2:11][CH2:10]1)=[O:7])([CH3:4])([CH3:3])[CH3:2], predict the reactants needed to synthesize it. (2) Given the product [C:1]([O:5][C:6]([N:8]1[C:11]2([CH2:15][CH2:14][NH:13][CH2:12]2)[CH:10]([CH3:23])[CH2:9]1)=[O:7])([CH3:4])([CH3:2])[CH3:3], predict the reactants needed to synthesize it. The reactants are: [C:1]([O:5][C:6]([N:8]1[C:11]2([CH2:15][CH2:14][N:13](CC3C=CC=CC=3)[CH2:12]2)[CH:10]([CH3:23])[CH2:9]1)=[O:7])([CH3:4])([CH3:3])[CH3:2].